From a dataset of Retrosynthesis with 50K atom-mapped reactions and 10 reaction types from USPTO. Predict the reactants needed to synthesize the given product. (1) Given the product COc1ccc([C@@H](O)[C@H](NC(=O)[C@@H](N)CO)C(=O)OCc2ccccc2)cc1, predict the reactants needed to synthesize it. The reactants are: COc1ccc([C@@H](O)[C@H](NC(=O)[C@H](CO)NC(=O)OC(C)(C)C)C(=O)OCc2ccccc2)cc1. (2) The reactants are: CCOCCBr.O=Cc1ccc(O)c(O)c1. Given the product CCOCCOc1ccc(C=O)cc1O, predict the reactants needed to synthesize it. (3) Given the product CCOC(=O)c1ccc(Nc2nc(-c3cccc(NC(=O)c4ccc(C(C)(C)C)cc4)c3C)cn(C)c2=O)cc1, predict the reactants needed to synthesize it. The reactants are: CCOC(=O)c1ccc(Nc2nc(Br)cn(C)c2=O)cc1.Cc1c(NC(=O)c2ccc(C(C)(C)C)cc2)cccc1B1OC(C)(C)C(C)(C)O1. (4) Given the product CC(C)(C)OC(=O)NCC(=O)Nc1ccccc1C(=O)c1cnc2ccccc2c1, predict the reactants needed to synthesize it. The reactants are: CC(C)(C)OC(=O)NCC(=O)O.Nc1ccccc1C(=O)c1cnc2ccccc2c1. (5) The reactants are: Cc1ccc(S(=O)(=O)N2CCC3(C=Cc4ccccc43)CC2)cc1. Given the product Cc1ccc(S(=O)(=O)N2CCC3(CCc4ccccc43)CC2)cc1, predict the reactants needed to synthesize it. (6) Given the product N#C[C@H]1CC[C@H](C=C(Br)Br)CC1, predict the reactants needed to synthesize it. The reactants are: BrC(Br)(Br)Br.N#C[C@H]1CC[C@H](C=O)CC1. (7) Given the product C[Si](C)(C)OCCN(CCO[Si](C)(C)C)S(=O)(=O)c1ccccc1, predict the reactants needed to synthesize it. The reactants are: C[Si](C)(C)OCCNCCO[Si](C)(C)C.O=S(=O)(Cl)c1ccccc1. (8) Given the product COC1CCC2(CCC(CO)CC2)CC1, predict the reactants needed to synthesize it. The reactants are: COC1CCC2(CCC(CO[Si](C)(C)C(C)(C)C)CC2)CC1. (9) Given the product COCCCN1C(=O)CCc2ccc(COC3CN(C(=O)OC(C)(C)C)CCC3c3ccc(OCCCC#N)cc3)cc21, predict the reactants needed to synthesize it. The reactants are: COCCCN1C(=O)CCc2ccc(COC3CN(C(=O)OC(C)(C)C)CCC3c3ccc(O)cc3)cc21.N#CCCCBr. (10) Given the product CCN(CC1CCCC1)c1nc2c(cc1C=O)c(C)nn2C, predict the reactants needed to synthesize it. The reactants are: CCNCC1CCCC1.Cc1nn(C)c2nc(Cl)c(C=O)cc12.